This data is from hERG Central: cardiac toxicity at 1µM, 10µM, and general inhibition. The task is: Predict hERG channel inhibition at various concentrations. (1) The molecule is CC1CCN(CCCNC(=O)CN2CCN(Cc3ccc(Cl)cc3)C2=O)CC1. Results: hERG_inhib (hERG inhibition (general)): blocker. (2) The molecule is Cc1ccc2c(c1)N(C(=O)CCC(=O)NCCCN1CC(C)CC(C)C1)CCO2. Results: hERG_inhib (hERG inhibition (general)): blocker. (3) Results: hERG_inhib (hERG inhibition (general)): blocker. The compound is COc1cc(CN2CCC(C(=O)NCCC(C)C)CC2)ccc1OCc1ccccc1.O=C(O)C(=O)O. (4) The drug is COCCn1c(SCC(=O)Nc2ccc(S(=O)(=O)N3CCOCC3)cc2)nc2ccccc21. Results: hERG_inhib (hERG inhibition (general)): blocker. (5) The drug is Cc1cccc(C)c1OCC(O)CN1CCN(c2ccccc2)CC1.Cl. Results: hERG_inhib (hERG inhibition (general)): blocker. (6) The compound is CC(Sc1nnc(CN2CCCC2)n1Cc1ccccc1)C(=O)Nc1ccc(F)cc1. Results: hERG_inhib (hERG inhibition (general)): blocker. (7) The molecule is O=C(Nc1ccnn1C1CCN(C/C=C/c2ccccc2)CC1)c1ccccc1Cl. Results: hERG_inhib (hERG inhibition (general)): blocker. (8) Results: hERG_inhib (hERG inhibition (general)): blocker. The molecule is CC(C)CCC(CCNCc1ccccn1)c1ccc(Cl)cc1. (9) The drug is Cc1ccc(C2=NN(CC(=O)NCCN(CC(C)C)CC(C)C)C(=O)CC2)cc1. Results: hERG_inhib (hERG inhibition (general)): blocker. (10) The molecule is CCCN1CCC(=O)N([C@H](CSc2ccccc2)c2ccccc2)CC1. Results: hERG_inhib (hERG inhibition (general)): blocker.